This data is from Full USPTO retrosynthesis dataset with 1.9M reactions from patents (1976-2016). The task is: Predict the reactants needed to synthesize the given product. (1) Given the product [F:34][C:2]([F:1])([F:33])[C:3]1[CH:4]=[C:5]([NH:13][NH:14][C:15](=[O:32])[C@@H:16]([N:23]2[CH2:28][CH2:27][N:26]3[CH2:29][CH2:30][CH2:31][C@@H:25]3[CH2:24]2)[C:17]2[CH:18]=[N:19][CH:20]=[CH:21][CH:22]=2)[CH:6]=[C:7]([C:9]([F:10])([F:11])[F:12])[CH:8]=1, predict the reactants needed to synthesize it. The reactants are: [F:1][C:2]([F:34])([F:33])[C:3]1[CH:4]=[C:5]([NH:13][NH:14][C:15](=[O:32])[CH:16]([N:23]2[CH2:28][CH2:27][N:26]3[CH2:29][CH2:30][CH2:31][C@@H:25]3[CH2:24]2)[C:17]2[CH:18]=[N:19][CH:20]=[CH:21][CH:22]=2)[CH:6]=[C:7]([C:9]([F:12])([F:11])[F:10])[CH:8]=1. (2) Given the product [Cl:28][C:2]1[CH:6]=[C:5]([C:7]2[CH:19]=[CH:18][C:10]([O:11][CH2:12][CH2:13][NH:14][C:15]([NH2:17])=[O:16])=[CH:9][CH:8]=2)[N:4]([C:20]2[CH:25]=[CH:24][C:23]([O:26][CH3:27])=[CH:22][CH:21]=2)[N:3]=1, predict the reactants needed to synthesize it. The reactants are: N[C:2]1[CH:6]=[C:5]([C:7]2[CH:19]=[CH:18][C:10]([O:11][CH2:12][CH2:13][NH:14][C:15]([NH2:17])=[O:16])=[CH:9][CH:8]=2)[N:4]([C:20]2[CH:25]=[CH:24][C:23]([O:26][CH3:27])=[CH:22][CH:21]=2)[N:3]=1.[Cl-:28].[Li+].N(OCCC(C)C)=O. (3) Given the product [CH3:7][N:9]1[CH:10]=[CH:15][C:7]([N:9]([C:10]2[CH:15]=[CH:14][CH:13]=[CH:12][N:11]=2)[CH2:26][CH2:25][CH2:24][CH2:23][CH2:22][CH2:21][CH2:20][C:19]([O:18][CH2:16][CH3:17])=[O:28])=[N:8]1, predict the reactants needed to synthesize it. The reactants are: [H-].[Na+].CC1[N:8]=[C:7]([NH:9][C:10]2[CH:15]=[CH:14][CH:13]=[CH:12][N:11]=2)SN=1.[CH2:16]([O:18][C:19](=[O:28])[CH2:20][CH2:21][CH2:22][CH2:23][CH2:24][CH2:25][CH2:26]I)[CH3:17].O. (4) Given the product [CH3:8][C:9]1[CH:14]=[C:13]([NH:15][C:16]2[CH:17]=[CH:18][N:19]=[CH:20][C:21]=2[S:22]([NH:25][C:26]([NH:28][CH:29]([CH3:31])[CH3:30])=[O:27])(=[O:23])=[O:24])[CH:12]=[CH:11][CH:10]=1.[ClH:32], predict the reactants needed to synthesize it. The reactants are: CS(C)=O.C(O)C.[CH3:8][C:9]1[CH:14]=[C:13]([NH:15][C:16]2[CH:17]=[CH:18][N:19]=[CH:20][C:21]=2[S:22]([NH:25][C:26]([NH:28][CH:29]([CH3:31])[CH3:30])=[O:27])(=[O:24])=[O:23])[CH:12]=[CH:11][CH:10]=1.[ClH:32]. (5) The reactants are: [NH:1]1[CH2:4][CH:3]([C:5]2[CH:10]=[CH:9][C:8]([C:11]3[CH:12]=[C:13]4[C:17](=[CH:18][C:19]=3[Cl:20])[NH:16][CH:15]=[C:14]4[CH:21]=[O:22])=[CH:7][CH:6]=2)[CH2:2]1.P([O-])(O)(O)=[O:24].[Na+].Cl([O-])=O.[Na+].S([O-])([O-])=O.[Na+].[Na+]. Given the product [NH:1]1[CH2:4][CH:3]([C:5]2[CH:10]=[CH:9][C:8]([C:11]3[CH:12]=[C:13]4[C:17](=[CH:18][C:19]=3[Cl:20])[NH:16][CH:15]=[C:14]4[C:21]([OH:24])=[O:22])=[CH:7][CH:6]=2)[CH2:2]1, predict the reactants needed to synthesize it. (6) Given the product [N:5]1[C:6]2[C:11](=[CH:10][CH:9]=[CH:8][CH:7]=2)[CH:12]=[CH:13][C:4]=1[CH2:3][N:16]([CH2:3][C:4]1[CH:13]=[CH:12][C:11]2[C:6](=[CH:7][CH:8]=[CH:9][CH:10]=2)[N:5]=1)[CH2:15][CH2:14][N:17]([CH2:3][C:4]1[CH:13]=[CH:12][C:11]2[C:6](=[CH:7][CH:8]=[CH:9][CH:10]=2)[N:5]=1)[CH2:3][C:4]1[CH:13]=[CH:12][C:11]2[C:6](=[CH:7][CH:8]=[CH:9][CH:10]=2)[N:5]=1, predict the reactants needed to synthesize it. The reactants are: Cl.Cl[CH2:3][C:4]1[CH:13]=[CH:12][C:11]2[C:6](=[CH:7][CH:8]=[CH:9][CH:10]=2)[N:5]=1.[CH2:14]([NH2:17])[CH2:15][NH2:16].C(=O)([O-])[O-].[K+].[K+]. (7) Given the product [CH2:21]([C:4]1[C:3]([O:2][CH3:1])=[N:20][C:7]2[CH2:8][CH2:9][N:10]([C:14](=[O:19])[C:15]([F:18])([F:16])[F:17])[CH2:11][CH:12]([CH3:13])[C:6]=2[CH:5]=1)[CH3:22], predict the reactants needed to synthesize it. The reactants are: [CH3:1][O:2][C:3]1[C:4]([CH:21]=[CH2:22])=[CH:5][C:6]2[CH:12]([CH3:13])[CH2:11][N:10]([C:14](=[O:19])[C:15]([F:18])([F:17])[F:16])[CH2:9][CH2:8][C:7]=2[N:20]=1.